From a dataset of Full USPTO retrosynthesis dataset with 1.9M reactions from patents (1976-2016). Predict the reactants needed to synthesize the given product. (1) Given the product [CH2:17]([CH:14]([CH2:15][CH3:16])[CH2:13][C:7]1([C:5]([OH:6])=[O:4])[CH2:8][CH2:9][CH2:10][CH2:11][CH2:12]1)[CH3:18], predict the reactants needed to synthesize it. The reactants are: C([O:4][C:5]([C:7]1([CH2:13][CH:14]([CH2:17][CH3:18])[CH2:15][CH3:16])[CH2:12][CH2:11][CH2:10][CH2:9][CH2:8]1)=[O:6])(C)C.[I-].[Na+].Br. (2) The reactants are: [NH2:1][C:2]1[CH:7]=[CH:6][C:5]([C:8]([N:10]2[CH2:15][CH2:14][N:13]([CH2:16][CH3:17])[CH2:12][CH2:11]2)=O)=[C:4]([Cl:18])[CH:3]=1.C(Cl)Cl.CO. Given the product [CH2:16]([N:13]1[CH2:12][CH2:11][N:10]([CH2:8][C:5]2[CH:6]=[CH:7][C:2]([NH2:1])=[CH:3][C:4]=2[Cl:18])[CH2:15][CH2:14]1)[CH3:17], predict the reactants needed to synthesize it.